From a dataset of Reaction yield outcomes from USPTO patents with 853,638 reactions. Predict the reaction yield, written as a fraction of the theoretical maximum amount of product (1.0 means a 100% yield; for example, 0.34 means a 34% yield). (1) The reactants are N([O-])=O.[Na+].[Cl:5][C:6]1[CH:11]=[CH:10][C:9](N)=[CH:8][C:7]=1[C:13]1[CH:18]=[CH:17][C:16]([CH3:19])=[CH:15][N:14]=1.[OH-].[Na+].[BrH:22]. The product is [Br:22][C:9]1[CH:10]=[CH:11][C:6]([Cl:5])=[C:7]([C:13]2[CH:18]=[CH:17][C:16]([CH3:19])=[CH:15][N:14]=2)[CH:8]=1. The yield is 0.640. The catalyst is O. (2) The reactants are [OH:1][CH:2]([C:19]1[CH:24]=[CH:23][CH:22]=[C:21]([O:25][CH3:26])[CH:20]=1)[CH2:3][O:4][C:5]1[CH:18]=[CH:17][C:8]([CH:9]=[C:10]2[S:14][C:13](=[O:15])[NH:12][C:11]2=[O:16])=[CH:7][CH:6]=1.N1C=CC=CC=1C1C=CC=CN=1.[BH4-].[Na+].[BH4-]. The catalyst is C1COCC1.[Co](Cl)Cl.CC(O)=O.O. The product is [OH:1][CH:2]([C:19]1[CH:24]=[CH:23][CH:22]=[C:21]([O:25][CH3:26])[CH:20]=1)[CH2:3][O:4][C:5]1[CH:18]=[CH:17][C:8]([CH2:9][CH:10]2[S:14][C:13](=[O:15])[NH:12][C:11]2=[O:16])=[CH:7][CH:6]=1. The yield is 0.740. (3) The reactants are [H-].[Na+].[Br:3][C:4]1[CH:5]=[C:6]([C:12]2[N:16]=[C:15]([C:17]([O:19][CH2:20][CH3:21])=[O:18])[O:14][N:13]=2)[CH:7]=[C:8]([Br:11])[C:9]=1[OH:10].[CH3:22][O:23][C:24]1[CH:31]=[CH:30][C:27]([CH2:28]Cl)=[CH:26][CH:25]=1.O. The catalyst is CN(C)C=O. The product is [Br:3][C:4]1[CH:5]=[C:6]([C:12]2[N:16]=[C:15]([C:17]([O:19][CH2:20][CH3:21])=[O:18])[O:14][N:13]=2)[CH:7]=[C:8]([Br:11])[C:9]=1[O:10][CH2:28][C:27]1[CH:30]=[CH:31][C:24]([O:23][CH3:22])=[CH:25][CH:26]=1. The yield is 0.650. (4) The reactants are [NH2:1][C:2]1[CH:15]=[CH:14][C:5]([C:6]([C:8]2[CH:13]=[CH:12][CH:11]=[CH:10][CH:9]=2)=O)=[CH:4][CH:3]=1.[C:16]1([CH2:22][C:23](=O)[CH2:24][CH3:25])[CH:21]=[CH:20][CH:19]=[CH:18][CH:17]=1.C([O-])(O)=O.[Na+]. The catalyst is O1CCCC1.[Zn].[Ti](Cl)(Cl)(Cl)Cl. The product is [CH2:22]([C:23]([CH2:24][CH3:25])=[C:6]([C:5]1[CH:14]=[CH:15][C:2]([NH2:1])=[CH:3][CH:4]=1)[C:8]1[CH:13]=[CH:12][CH:11]=[CH:10][CH:9]=1)[C:16]1[CH:21]=[CH:20][CH:19]=[CH:18][CH:17]=1. The yield is 0.890. (5) The reactants are C(NC(C)C)(C)C.C([Li])CCC.[Br:13][C:14]1[CH:19]=[CH:18][CH:17]=[C:16]([F:20])[CH:15]=1.[Li+].CC([N-]C(C)C)C.CN(C1C=CC=CC=1)[CH:31]=[O:32]. The catalyst is O1CCCC1.C(OC)(C)(C)C. The product is [Br:13][C:14]1([CH:19]=[CH:18][CH:17]=[C:16]([F:20])[CH2:15]1)[CH:31]=[O:32]. The yield is 1.05. (6) The reactants are [C@]12(CS(O)(=O)=O)C(C)(C)C(CC1)CC2=O.[NH2:16][C:17]1[CH:45]=[CH:44][C:20]([O:21][C:22]2[N:27]=[CH:26][N:25]=[C:24]([NH:28][C:29](=[O:43])[N:30]([CH:32]3[CH2:37][CH2:36][N:35]([CH2:38][CH2:39][N:40]([CH3:42])[CH3:41])[CH2:34][CH2:33]3)[CH3:31])[CH:23]=2)=[C:19]([F:46])[CH:18]=1.[F:47][C:48]1[CH:53]=[CH:52][C:51]([CH2:54][C:55]([N:57]=[C:58]=[S:59])=[O:56])=[CH:50][CH:49]=1. The catalyst is C(O)C. The product is [CH3:41][N:40]([CH3:42])[CH2:39][CH2:38][N:35]1[CH2:36][CH2:37][CH:32]([N:30]([CH3:31])[C:29]([NH:28][C:24]2[CH:23]=[C:22]([O:21][C:20]3[CH:44]=[CH:45][C:17]([NH:16][C:58]([NH:57][C:55](=[O:56])[CH2:54][C:51]4[CH:52]=[CH:53][C:48]([F:47])=[CH:49][CH:50]=4)=[S:59])=[CH:18][C:19]=3[F:46])[N:27]=[CH:26][N:25]=2)=[O:43])[CH2:33][CH2:34]1. The yield is 0.316. (7) The reactants are [F:1][C:2]1[CH:3]=[C:4]([CH:7]=[CH:8][CH:9]=1)[CH:5]=[O:6].[F:10][C:11]([Si](C)(C)C)([F:13])[F:12].[F-].C([N+](CCCC)(CCCC)CCCC)CCC. The catalyst is O1CCCC1. The product is [F:1][C:2]1[CH:9]=[CH:8][CH:7]=[C:4]([CH:5]([OH:6])[C:11]([F:13])([F:12])[F:10])[CH:3]=1. The yield is 1.00. (8) The reactants are [CH3:1][N:2]([CH3:6])[C:3]([Cl:5])=[O:4].[Cl:7][C:8]1[CH:31]=[CH:30][C:11]([NH:12][C:13]2[C:22]3[C:17](=[CH:18][C:19]([O:25][CH2:26]CNC)=[C:20]([O:23][CH3:24])[CH:21]=3)[N:16]=[CH:15][N:14]=2)=[C:10]([F:32])[CH:9]=1.[CH2:33]([N:35](CC)[CH2:36]C)C. The yield is 0.410. The catalyst is C(Cl)Cl. The product is [ClH:5].[Cl:7][C:8]1[CH:31]=[CH:30][C:11]([NH:12][C:13]2[C:22]3[C:17](=[CH:18][C:19]([O:25][CH2:26][CH2:1][N:2]([CH3:6])[C:3]([N:35]([CH3:36])[CH3:33])=[O:4])=[C:20]([O:23][CH3:24])[CH:21]=3)[N:16]=[CH:15][N:14]=2)=[C:10]([F:32])[CH:9]=1. (9) The reactants are F[C:2]1(C)[CH:7]=[CH:6][CH:5]=[C:4]([N+:8]([O-:10])=[O:9])[CH2:3]1.[N:12]1([C:18]([O:20][C:21]([CH3:24])([CH3:23])[CH3:22])=[O:19])[CH2:17][CH2:16][NH:15][CH2:14][CH2:13]1.C(=O)([O-])[O-].[K+].[K+]. The catalyst is CS(C)=O. The product is [N+:8]([C:4]1[CH:3]=[C:2]([N:15]2[CH2:14][CH2:13][N:12]([C:18]([O:20][C:21]([CH3:24])([CH3:23])[CH3:22])=[O:19])[CH2:17][CH2:16]2)[CH:7]=[CH:6][CH:5]=1)([O-:10])=[O:9]. The yield is 0.420.